From a dataset of NCI-60 drug combinations with 297,098 pairs across 59 cell lines. Regression. Given two drug SMILES strings and cell line genomic features, predict the synergy score measuring deviation from expected non-interaction effect. (1) Drug 1: CN(C)N=NC1=C(NC=N1)C(=O)N. Drug 2: CCC(=C(C1=CC=CC=C1)C2=CC=C(C=C2)OCCN(C)C)C3=CC=CC=C3.C(C(=O)O)C(CC(=O)O)(C(=O)O)O. Cell line: SR. Synergy scores: CSS=-0.941, Synergy_ZIP=-2.02, Synergy_Bliss=-5.69, Synergy_Loewe=-6.79, Synergy_HSA=-5.13. (2) Drug 1: CN1C2=C(C=C(C=C2)N(CCCl)CCCl)N=C1CCCC(=O)O.Cl. Drug 2: C1CN(P(=O)(OC1)NCCCl)CCCl. Cell line: NCI-H522. Synergy scores: CSS=8.27, Synergy_ZIP=-2.67, Synergy_Bliss=-0.448, Synergy_Loewe=-0.608, Synergy_HSA=0.699. (3) Cell line: UACC-257. Synergy scores: CSS=5.98, Synergy_ZIP=-3.33, Synergy_Bliss=-2.04, Synergy_Loewe=-2.45, Synergy_HSA=-1.94. Drug 2: CC12CCC3C(C1CCC2OP(=O)(O)O)CCC4=C3C=CC(=C4)OC(=O)N(CCCl)CCCl.[Na+]. Drug 1: C(CCl)NC(=O)N(CCCl)N=O. (4) Drug 1: CC12CCC3C(C1CCC2=O)CC(=C)C4=CC(=O)C=CC34C. Drug 2: C1CC(C1)(C(=O)O)C(=O)O.[NH2-].[NH2-].[Pt+2]. Cell line: CAKI-1. Synergy scores: CSS=30.9, Synergy_ZIP=-5.33, Synergy_Bliss=-4.98, Synergy_Loewe=-7.40, Synergy_HSA=-2.25. (5) Drug 1: CC1=C(N=C(N=C1N)C(CC(=O)N)NCC(C(=O)N)N)C(=O)NC(C(C2=CN=CN2)OC3C(C(C(C(O3)CO)O)O)OC4C(C(C(C(O4)CO)O)OC(=O)N)O)C(=O)NC(C)C(C(C)C(=O)NC(C(C)O)C(=O)NCCC5=NC(=CS5)C6=NC(=CS6)C(=O)NCCC[S+](C)C)O. Drug 2: CCCCC(=O)OCC(=O)C1(CC(C2=C(C1)C(=C3C(=C2O)C(=O)C4=C(C3=O)C=CC=C4OC)O)OC5CC(C(C(O5)C)O)NC(=O)C(F)(F)F)O. Cell line: U251. Synergy scores: CSS=60.4, Synergy_ZIP=-5.05, Synergy_Bliss=-7.51, Synergy_Loewe=-6.31, Synergy_HSA=-3.37. (6) Drug 2: CC1CCCC2(C(O2)CC(NC(=O)CC(C(C(=O)C(C1O)C)(C)C)O)C(=CC3=CSC(=N3)C)C)C. Drug 1: C1CNP(=O)(OC1)N(CCCl)CCCl. Synergy scores: CSS=30.7, Synergy_ZIP=0.777, Synergy_Bliss=-0.266, Synergy_Loewe=-6.56, Synergy_HSA=1.13. Cell line: UACC62. (7) Cell line: IGROV1. Synergy scores: CSS=-4.23, Synergy_ZIP=0.954, Synergy_Bliss=-1.32, Synergy_Loewe=-3.09, Synergy_HSA=-3.29. Drug 1: COC1=C2C(=CC3=C1OC=C3)C=CC(=O)O2. Drug 2: C(CN)CNCCSP(=O)(O)O. (8) Drug 1: CC12CCC3C(C1CCC2=O)CC(=C)C4=CC(=O)C=CC34C. Drug 2: C1CCC(CC1)NC(=O)N(CCCl)N=O. Cell line: NCI/ADR-RES. Synergy scores: CSS=39.5, Synergy_ZIP=-0.700, Synergy_Bliss=1.43, Synergy_Loewe=-14.8, Synergy_HSA=1.32. (9) Drug 1: C1=CC(=CC=C1CCCC(=O)O)N(CCCl)CCCl. Drug 2: C1=CC=C(C(=C1)C(C2=CC=C(C=C2)Cl)C(Cl)Cl)Cl. Cell line: KM12. Synergy scores: CSS=10.1, Synergy_ZIP=-1.59, Synergy_Bliss=-0.863, Synergy_Loewe=0.719, Synergy_HSA=1.03. (10) Drug 1: C1=CC(=CC=C1C#N)C(C2=CC=C(C=C2)C#N)N3C=NC=N3. Drug 2: CCCCC(=O)OCC(=O)C1(CC(C2=C(C1)C(=C3C(=C2O)C(=O)C4=C(C3=O)C=CC=C4OC)O)OC5CC(C(C(O5)C)O)NC(=O)C(F)(F)F)O. Cell line: SNB-75. Synergy scores: CSS=54.0, Synergy_ZIP=2.65, Synergy_Bliss=2.17, Synergy_Loewe=0.512, Synergy_HSA=1.87.